Task: Regression. Given two drug SMILES strings and cell line genomic features, predict the synergy score measuring deviation from expected non-interaction effect.. Dataset: NCI-60 drug combinations with 297,098 pairs across 59 cell lines (1) Drug 1: C1CN(CCN1C(=O)CCBr)C(=O)CCBr. Drug 2: CC1=C(C(=O)C2=C(C1=O)N3CC4C(C3(C2COC(=O)N)OC)N4)N. Cell line: RPMI-8226. Synergy scores: CSS=42.0, Synergy_ZIP=-11.5, Synergy_Bliss=-8.39, Synergy_Loewe=-3.93, Synergy_HSA=-1.61. (2) Drug 1: C1=CN(C(=O)N=C1N)C2C(C(C(O2)CO)O)O.Cl. Drug 2: C1=CC=C(C=C1)NC(=O)CCCCCCC(=O)NO. Cell line: 786-0. Synergy scores: CSS=14.3, Synergy_ZIP=-3.66, Synergy_Bliss=-1.25, Synergy_Loewe=-0.136, Synergy_HSA=-0.485. (3) Synergy scores: CSS=19.3, Synergy_ZIP=-2.55, Synergy_Bliss=-1.07, Synergy_Loewe=-16.6, Synergy_HSA=0.653. Drug 1: CC1=C(C(=CC=C1)Cl)NC(=O)C2=CN=C(S2)NC3=CC(=NC(=N3)C)N4CCN(CC4)CCO. Drug 2: CC1CCCC2(C(O2)CC(NC(=O)CC(C(C(=O)C(C1O)C)(C)C)O)C(=CC3=CSC(=N3)C)C)C. Cell line: HCT-15. (4) Drug 1: C(=O)(N)NO. Drug 2: COCCOC1=C(C=C2C(=C1)C(=NC=N2)NC3=CC=CC(=C3)C#C)OCCOC.Cl. Cell line: CCRF-CEM. Synergy scores: CSS=-2.92, Synergy_ZIP=1.69, Synergy_Bliss=-0.777, Synergy_Loewe=-1.90, Synergy_HSA=-3.04. (5) Drug 1: C1=CC(=CC=C1CCCC(=O)O)N(CCCl)CCCl. Drug 2: C1C(C(OC1N2C=C(C(=O)NC2=O)F)CO)O. Cell line: OVCAR-8. Synergy scores: CSS=47.7, Synergy_ZIP=-7.00, Synergy_Bliss=-7.32, Synergy_Loewe=-15.2, Synergy_HSA=-1.44. (6) Drug 1: C1CC(=O)NC(=O)C1N2CC3=C(C2=O)C=CC=C3N. Drug 2: C1C(C(OC1N2C=C(C(=O)NC2=O)F)CO)O. Cell line: IGROV1. Synergy scores: CSS=33.7, Synergy_ZIP=-5.04, Synergy_Bliss=0.514, Synergy_Loewe=-8.46, Synergy_HSA=4.07. (7) Drug 1: CN1CCC(CC1)COC2=C(C=C3C(=C2)N=CN=C3NC4=C(C=C(C=C4)Br)F)OC. Drug 2: CC1=C(N=C(N=C1N)C(CC(=O)N)NCC(C(=O)N)N)C(=O)NC(C(C2=CN=CN2)OC3C(C(C(C(O3)CO)O)O)OC4C(C(C(C(O4)CO)O)OC(=O)N)O)C(=O)NC(C)C(C(C)C(=O)NC(C(C)O)C(=O)NCCC5=NC(=CS5)C6=NC(=CS6)C(=O)NCCC[S+](C)C)O. Cell line: RXF 393. Synergy scores: CSS=13.2, Synergy_ZIP=-4.34, Synergy_Bliss=-1.78, Synergy_Loewe=-1.10, Synergy_HSA=-0.644. (8) Drug 1: CC1CCC2CC(C(=CC=CC=CC(CC(C(=O)C(C(C(=CC(C(=O)CC(OC(=O)C3CCCCN3C(=O)C(=O)C1(O2)O)C(C)CC4CCC(C(C4)OC)O)C)C)O)OC)C)C)C)OC. Drug 2: C1C(C(OC1N2C=NC3=C2NC=NCC3O)CO)O. Cell line: BT-549. Synergy scores: CSS=19.0, Synergy_ZIP=-0.661, Synergy_Bliss=2.53, Synergy_Loewe=-6.03, Synergy_HSA=0.392. (9) Drug 1: CC1=CC2C(CCC3(C2CCC3(C(=O)C)OC(=O)C)C)C4(C1=CC(=O)CC4)C. Drug 2: C1=CN(C=N1)CC(O)(P(=O)(O)O)P(=O)(O)O. Cell line: SNB-19. Synergy scores: CSS=-6.78, Synergy_ZIP=3.70, Synergy_Bliss=0.985, Synergy_Loewe=-11.6, Synergy_HSA=-7.26.